From a dataset of Full USPTO retrosynthesis dataset with 1.9M reactions from patents (1976-2016). Predict the reactants needed to synthesize the given product. Given the product [Br:1][C:2]1[C:3]([CH2:9][N:10]([CH2:11][C:12]2[CH:17]=[CH:16][C:15]([O:18][CH3:19])=[CH:14][CH:13]=2)[C:36]([NH:35][C:29]2[CH:34]=[CH:33][CH:32]=[CH:31][CH:30]=2)=[O:37])=[N:4][C:5]([F:8])=[CH:6][CH:7]=1, predict the reactants needed to synthesize it. The reactants are: [Br:1][C:2]1[C:3]([CH2:9][NH:10][CH2:11][C:12]2[CH:17]=[CH:16][C:15]([O:18][CH3:19])=[CH:14][CH:13]=2)=[N:4][C:5]([F:8])=[CH:6][CH:7]=1.C(N(CC)C(C)C)(C)C.[C:29]1([N:35]=[C:36]=[O:37])[CH:34]=[CH:33][CH:32]=[CH:31][CH:30]=1.